Predict which catalyst facilitates the given reaction. From a dataset of Catalyst prediction with 721,799 reactions and 888 catalyst types from USPTO. Reactant: [CH2:1]([Li])CCC.[O:6]([C:13]1[CH:14]=[C:15]([C:19]23[CH2:26][CH2:25][C:22]([CH:27]=O)([CH2:23][CH2:24]2)[O:21][CH2:20]3)[CH:16]=[CH:17][CH:18]=1)[C:7]1[CH:12]=[CH:11][CH:10]=[CH:9][CH:8]=1. Product: [O:6]([C:13]1[CH:14]=[C:15]([C:19]23[CH2:26][CH2:25][C:22]([CH:27]=[CH2:1])([CH2:23][CH2:24]2)[O:21][CH2:20]3)[CH:16]=[CH:17][CH:18]=1)[C:7]1[CH:12]=[CH:11][CH:10]=[CH:9][CH:8]=1. The catalyst class is: 307.